Dataset: Catalyst prediction with 721,799 reactions and 888 catalyst types from USPTO. Task: Predict which catalyst facilitates the given reaction. (1) Reactant: [H-].[H-].[H-].[H-].[Li+].[Al+3].[OH:7][C:8]1[CH:9]=[C:10]2[C:14](=[CH:15][CH:16]=1)[C:13](=[O:17])[C:12]1([CH2:25][C:24]3[C:19](=[CH:20][CH:21]=[C:22]([OH:26])[CH:23]=3)[CH2:18]1)[CH:11]2[CH3:27]. Product: [OH:17][CH:13]1[C:14]2[C:10](=[CH:9][C:8]([OH:7])=[CH:16][CH:15]=2)[CH:11]([CH3:27])[C:12]21[CH2:25][C:24]1[C:19](=[CH:20][CH:21]=[C:22]([OH:26])[CH:23]=1)[CH2:18]2. The catalyst class is: 1. (2) Reactant: Cl.Cl.[NH2:3][C:4]1[CH:5]=[CH:6][C:7]2[S:11][C:10]([CH3:12])=[N:9][C:8]=2[CH:13]=1.[F:14][C:15]1[CH:20]=[CH:19][C:18]([C:21]2[CH:29]=[CH:28][C:24]([C:25](O)=[O:26])=[C:23]([CH3:30])[N:22]=2)=[CH:17][CH:16]=1. Product: [F:14][C:15]1[CH:20]=[CH:19][C:18]([C:21]2[CH:29]=[CH:28][C:24]([C:25]([NH:3][C:4]3[CH:5]=[CH:6][C:7]4[S:11][C:10]([CH3:12])=[N:9][C:8]=4[CH:13]=3)=[O:26])=[C:23]([CH3:30])[N:22]=2)=[CH:17][CH:16]=1. The catalyst class is: 143. (3) Reactant: [Br:1][C:2]1[CH:7]=[C:6]([N+:8]([O-:10])=[O:9])[CH:5]=[C:4]([CH3:11])[C:3]=1[C@H:12]([OH:15])[CH2:13][OH:14].N1C=CC=CC=1.[C:22](Cl)(=[O:27])[C:23]([CH3:26])([CH3:25])[CH3:24]. Product: [C:22]([O:14][CH2:13][C@H:12]([C:3]1[C:4]([CH3:11])=[CH:5][C:6]([N+:8]([O-:10])=[O:9])=[CH:7][C:2]=1[Br:1])[OH:15])(=[O:27])[C:23]([CH3:26])([CH3:25])[CH3:24]. The catalyst class is: 2.